Dataset: Reaction yield outcomes from USPTO patents with 853,638 reactions. Task: Predict the reaction yield, written as a fraction of the theoretical maximum amount of product (1.0 means a 100% yield; for example, 0.34 means a 34% yield). (1) The reactants are [I:1][CH2:2][CH2:3][CH2:4][C:5]([C:7]1[CH:12]=[CH:11][C:10]([C:13]([CH3:18])([CH3:17])[C:14]([OH:16])=[O:15])=[CH:9][CH:8]=1)=[O:6].[CH3:19]COCC. The catalyst is CC(O)=O. The product is [I:1][CH2:2][CH2:3][CH2:4][C:5]([C:7]1[CH:12]=[CH:11][C:10]([C:13]([CH3:18])([CH3:17])[C:14]([O:16][CH3:19])=[O:15])=[CH:9][CH:8]=1)=[O:6]. The yield is 0.960. (2) The reactants are FC(F)(F)C(O)=O.[Cl:8][C:9]1[C:10]([F:41])=[C:11]([CH:15]2[C:19]([C:22]3[CH:27]=[CH:26][C:25]([Cl:28])=[CH:24][C:23]=3[F:29])([C:20]#[N:21])[CH:18]([CH2:30][C:31]([CH2:36][CH3:37])([CH2:34][CH3:35])[CH2:32][CH3:33])[NH:17][CH:16]2[C:38](O)=[O:39])[CH:12]=[CH:13][CH:14]=1.CC1(C)[O:47][C@@H:46]([CH2:48][CH2:49][NH2:50])[CH2:45][O:44]1.CN(C(ON1N=NC2C=CC=NC1=2)=[N+](C)C)C.F[P-](F)(F)(F)(F)F.CCN(C(C)C)C(C)C.Cl. The catalyst is C(Cl)Cl.O1CCCC1. The product is [OH:47][C@H:46]([CH2:45][OH:44])[CH2:48][CH2:49][NH:50][C:38]([CH:16]1[CH:15]([C:11]2[CH:12]=[CH:13][CH:14]=[C:9]([Cl:8])[C:10]=2[F:41])[C:19]([C:22]2[CH:27]=[CH:26][C:25]([Cl:28])=[CH:24][C:23]=2[F:29])([C:20]#[N:21])[CH:18]([CH2:30][C:31]([CH2:36][CH3:37])([CH2:32][CH3:33])[CH2:34][CH3:35])[NH:17]1)=[O:39]. The yield is 0.700. (3) The reactants are [OH:1][C:2]1[CH:27]=[CH:26][CH:25]=[CH:24][C:3]=1[CH2:4][NH:5][C:6]([NH:8][C:9]1[N:13]([C:14]2[CH:19]=[CH:18][CH:17]=[CH:16][CH:15]=2)[N:12]=[C:11]([C:20]([CH3:23])([CH3:22])[CH3:21])[CH:10]=1)=[O:7].[Cl:28][C:29]1[N:34]=[C:33](Cl)[CH:32]=[CH:31][N:30]=1.[OH-].[Na+]. The catalyst is CC(C)=O. The product is [Cl:28][C:29]1[N:34]=[C:33]([O:1][C:2]2[CH:27]=[CH:26][CH:25]=[CH:24][C:3]=2[CH2:4][NH:5][C:6]([NH:8][C:9]2[N:13]([C:14]3[CH:19]=[CH:18][CH:17]=[CH:16][CH:15]=3)[N:12]=[C:11]([C:20]([CH3:23])([CH3:22])[CH3:21])[CH:10]=2)=[O:7])[CH:32]=[CH:31][N:30]=1. The yield is 0.800. (4) The reactants are [Al+3].[Cl-].[Cl-].[Cl-].C(O[C:9](=[O:11])[CH3:10])(=O)C.[C:12]1([S:18]([N:21]2[C:29]3[C:24](=[CH:25][CH:26]=[CH:27][CH:28]=3)[CH2:23][CH2:22]2)(=[O:20])=[O:19])[CH:17]=[CH:16][CH:15]=[CH:14][CH:13]=1. The catalyst is C(Cl)Cl. The product is [C:12]1([S:18]([N:21]2[C:29]3[C:24](=[CH:25][C:26]([C:9](=[O:11])[CH3:10])=[CH:27][CH:28]=3)[CH2:23][CH2:22]2)(=[O:20])=[O:19])[CH:13]=[CH:14][CH:15]=[CH:16][CH:17]=1. The yield is 0.790. (5) The reactants are [C:1]([C:5]1[CH:9]=[C:8]([NH:10][C:11](=[O:19])OC2C=CC=CC=2)[N:7]([CH2:20][CH:21]([CH3:23])[CH3:22])[N:6]=1)([CH3:4])([CH3:3])[CH3:2].C(N(CC)C(C)C)(C)C.[CH3:33][O:34][C:35]1[CH:36]=[C:37]2[C:42](=[CH:43][C:44]=1[O:45][CH3:46])[N:41]=[CH:40][N:39]=[C:38]2[S:47][C:48]1[CH:49]=[C:50]([CH:52]=[CH:53][CH:54]=1)[NH2:51]. The catalyst is C1COCC1. The product is [C:1]([C:5]1[CH:9]=[C:8]([NH:10][C:11]([NH:51][C:50]2[CH:52]=[CH:53][CH:54]=[C:48]([S:47][C:38]3[C:37]4[C:42](=[CH:43][C:44]([O:45][CH3:46])=[C:35]([O:34][CH3:33])[CH:36]=4)[N:41]=[CH:40][N:39]=3)[CH:49]=2)=[O:19])[N:7]([CH2:20][CH:21]([CH3:22])[CH3:23])[N:6]=1)([CH3:2])([CH3:3])[CH3:4]. The yield is 0.320. (6) The product is [CH3:24][CH:25]([C:27]1[O:13][N:12]=[C:11]([CH2:10][N:9]([CH2:15][C:16]([F:17])([F:18])[F:19])[C:6]2[CH:7]=[CH:8][C:3]([C:1]#[N:2])=[C:4]([C:20]([F:22])([F:21])[F:23])[CH:5]=2)[N:14]=1)[CH3:26]. The reactants are [C:1]([C:3]1[CH:8]=[CH:7][C:6]([N:9]([CH2:15][C:16]([F:19])([F:18])[F:17])[CH2:10][C:11](=[NH:14])[NH:12][OH:13])=[CH:5][C:4]=1[C:20]([F:23])([F:22])[F:21])#[N:2].[C:24](Cl)(=O)[CH:25]([CH3:27])[CH3:26]. The catalyst is CN(C=O)C. The yield is 0.470. (7) The catalyst is CN(C)C=O. The reactants are Br[C:2]1[CH:7]=[CH:6][C:5]([N+:8]([O-:10])=[O:9])=[CH:4][N:3]=1.[NH:11]1[CH2:16][CH2:15][CH:14]([OH:17])[CH2:13][CH2:12]1.C(N(CC)CC)C. The product is [N+:8]([C:5]1[CH:6]=[CH:7][C:2]([N:11]2[CH2:16][CH2:15][CH:14]([OH:17])[CH2:13][CH2:12]2)=[N:3][CH:4]=1)([O-:10])=[O:9]. The yield is 0.905. (8) The reactants are [NH:1]1[CH2:7][CH2:6][CH2:5][CH2:4][CH2:3][CH2:2]1.CCN(C(C)C)C(C)C.N1C=CC=CC=1.S(Cl)([Cl:25])=O.C([O:30][CH2:31]C)(=O)C. The catalyst is C1(C)C=CC=CC=1. The product is [N:1]1([C:31]([Cl:25])=[O:30])[CH2:7][CH2:6][CH2:5][CH2:4][CH2:3][CH2:2]1. The yield is 0.850.